Dataset: Catalyst prediction with 721,799 reactions and 888 catalyst types from USPTO. Task: Predict which catalyst facilitates the given reaction. (1) Reactant: C(OCC)(OCC)(OCC)C.[C:12]([O:15][C@H:16]1[CH2:20][C@@H:19](O)[CH:18]=[CH:17]1)(=[O:14])[CH3:13].C1(C=CC(O)=CC=1)O.O. Product: [O:15]1[C:12](=[O:14])[CH2:13][CH:17]2[CH:18]=[CH:19][CH2:20][CH:16]12. The catalyst class is: 13. (2) Reactant: Cl.[CH:2]1([C:7]2[CH:11]=[C:10]([NH:12][C:13]3[C:14]4[CH2:29][CH2:28][CH2:27][C:15]=4[N:16]=[C:17]([N:19]4[CH2:23][CH2:22][CH2:21][CH:20]4[C:24]([OH:26])=O)[N:18]=3)[NH:9][N:8]=2)[CH2:6][CH2:5][CH2:4][CH2:3]1.[NH:30]1[CH2:35][CH2:34][CH2:33][CH2:32][CH2:31]1.CCN=C=NCCCN(C)C.Cl.C1C=CC2N(O)N=NC=2C=1.CCN(C(C)C)C(C)C. Product: [CH:2]1([C:7]2[CH:11]=[C:10]([NH:12][C:13]3[C:14]4[CH2:29][CH2:28][CH2:27][C:15]=4[N:16]=[C:17]([N:19]4[CH2:23][CH2:22][CH2:21][C@H:20]4[C:24]([N:30]4[CH2:35][CH2:34][CH2:33][CH2:32][CH2:31]4)=[O:26])[N:18]=3)[NH:9][N:8]=2)[CH2:3][CH2:4][CH2:5][CH2:6]1. The catalyst class is: 18. (3) Reactant: Cl.[N:2]12[CH2:9][CH2:8][CH:5]([CH2:6][CH2:7]1)[C:4](=[O:10])[CH2:3]2.[OH-].[K+].[N:13]1[CH:18]=[CH:17][CH:16]=[C:15]([CH:19]=O)[CH:14]=1. Product: [N:13]1[CH:18]=[CH:17][CH:16]=[C:15]([CH:19]=[C:3]2[C:4](=[O:10])[CH:5]3[CH2:8][CH2:9][N:2]2[CH2:7][CH2:6]3)[CH:14]=1. The catalyst class is: 24. (4) Reactant: [I:1][C:2]1[CH:3]=[C:4]([CH:6]=[CH:7][C:8]=1[O:9][CH3:10])[NH2:5].Cl[C:12]1[N:13]=[CH:14][C:15]2[CH:20]=[C:19]([C:21]3[CH2:22][CH2:23][N:24]([C:27]([O:29][C:30]([CH3:33])([CH3:32])[CH3:31])=[O:28])[CH2:25][CH:26]=3)[NH:18][C:16]=2[N:17]=1. Product: [I:1][C:2]1[CH:3]=[C:4]([NH:5][C:14]2[C:15]3[CH:20]=[C:19]([C:21]4[CH2:22][CH2:23][N:24]([C:27]([O:29][C:30]([CH3:33])([CH3:32])[CH3:31])=[O:28])[CH2:25][CH:26]=4)[NH:18][C:16]=3[N:17]=[CH:12][N:13]=2)[CH:6]=[CH:7][C:8]=1[O:9][CH3:10]. The catalyst class is: 51.